Dataset: Full USPTO retrosynthesis dataset with 1.9M reactions from patents (1976-2016). Task: Predict the reactants needed to synthesize the given product. Given the product [Cl:1][C:2]1[CH:31]=[CH:30][CH:29]=[C:28]([F:32])[C:3]=1[CH2:4][N:5]1[C:10]2[CH:11]=[CH:12][CH:13]=[CH:14][C:9]=2[S:8](=[O:15])(=[O:16])[N:7]([C:17]2[CH:18]=[C:19]([CH3:26])[C:20]([OH:24])=[C:21]([CH3:23])[CH:22]=2)[C:6]1=[O:27], predict the reactants needed to synthesize it. The reactants are: [Cl:1][C:2]1[CH:31]=[CH:30][CH:29]=[C:28]([F:32])[C:3]=1[CH2:4][N:5]1[C:10]2[CH:11]=[CH:12][CH:13]=[CH:14][C:9]=2[S:8](=[O:16])(=[O:15])[N:7]([C:17]2[CH:22]=[C:21]([CH3:23])[C:20]([O:24]C)=[C:19]([CH3:26])[CH:18]=2)[C:6]1=[O:27].B(Br)(Br)Br.OC1C(C)=CC(N2C(=O)N(CC3C(F)=CC(F)=CC=3F)C3C=CC=CC=3S2(=O)=O)=CC=1C.